Dataset: Forward reaction prediction with 1.9M reactions from USPTO patents (1976-2016). Task: Predict the product of the given reaction. Given the reactants C([O:8][C:9]1[CH:36]=[C:35]([C:37]2[CH:38]=[N:39][CH:40]=[CH:41][CH:42]=2)[CH:34]=[CH:33][C:10]=1[C:11]([NH:13][C:14]1[CH:26]=[C:25]([C:27]2[CH:32]=[CH:31][CH:30]=[CH:29][CH:28]=2)[CH:24]=[CH:23][C:15]=1[C:16]([O:18][C:19]([CH3:22])([CH3:21])[CH3:20])=[O:17])=[O:12])C1C=CC=CC=1.C(OCC)(=O)C, predict the reaction product. The product is: [OH:8][C:9]1[CH:36]=[C:35]([C:37]2[CH:38]=[N:39][CH:40]=[CH:41][CH:42]=2)[CH:34]=[CH:33][C:10]=1[C:11]([NH:13][C:14]1[CH:26]=[C:25]([C:27]2[CH:32]=[CH:31][CH:30]=[CH:29][CH:28]=2)[CH:24]=[CH:23][C:15]=1[C:16]([O:18][C:19]([CH3:22])([CH3:21])[CH3:20])=[O:17])=[O:12].